Dataset: Forward reaction prediction with 1.9M reactions from USPTO patents (1976-2016). Task: Predict the product of the given reaction. Given the reactants [CH3:1][C:2]1[CH:3]=[C:4]2[C:8](=[CH:9][C:10]=1[CH3:11])[N:7]([CH2:12][C:13]([O:15]C)=[O:14])[CH:6]=[CH:5]2.CC(C)C(N1C=CC(C(F)(F)F)=N1)C(OCC)=O, predict the reaction product. The product is: [CH3:1][C:2]1[CH:3]=[C:4]2[C:8](=[CH:9][C:10]=1[CH3:11])[N:7]([CH2:12][C:13]([OH:15])=[O:14])[CH:6]=[CH:5]2.